Dataset: Full USPTO retrosynthesis dataset with 1.9M reactions from patents (1976-2016). Task: Predict the reactants needed to synthesize the given product. (1) Given the product [CH3:37][O:36][C:34]([C:32]1[N:33]=[C:28]([C:9]2[CH:25]=[CH:24][C:12]3[O:13][CH2:14][CH2:15][N:16]([C:17]([O:19][C:20]([CH3:21])([CH3:22])[CH3:23])=[O:18])[C:11]=3[CH:10]=2)[CH:29]=[CH:30][C:31]=1[O:38][CH2:39][CH2:40][CH2:41][O:42][C:43]1[CH:48]=[CH:47][CH:46]=[CH:45][CH:44]=1)=[O:35], predict the reactants needed to synthesize it. The reactants are: CC1(C)C(C)(C)OB([C:9]2[CH:25]=[CH:24][C:12]3[O:13][CH2:14][CH2:15][N:16]([C:17]([O:19][C:20]([CH3:23])([CH3:22])[CH3:21])=[O:18])[C:11]=3[CH:10]=2)O1.Br[C:28]1[N:33]=[C:32]([C:34]([O:36][CH3:37])=[O:35])[C:31]([O:38][CH2:39][CH2:40][CH2:41][O:42][C:43]2[CH:48]=[CH:47][CH:46]=[CH:45][CH:44]=2)=[CH:30][CH:29]=1.C([O-])([O-])=O.[K+].[K+].S1C2C=CC=CC=2N=C1NC(N1C2C(=CC=C(C3SC(C4C=CC(OC)=CC=4)=C(C(O)=O)N=3)C=2)CCC1)=O. (2) Given the product [Cl:19][C:3]1[CH:4]=[C:5]([NH:12][C:13]2[N:17]=[C:16]([NH2:18])[NH:15][N:14]=2)[CH:6]=[C:7]([C:8]([F:11])([F:10])[F:9])[C:2]=1[C:52]1[CH:53]=[CH:54][C:49]([O:48][CH3:47])=[C:50]([S:58]([N:61]2[CH2:66][CH2:65][O:64][CH2:63][CH2:62]2)(=[O:59])=[O:60])[CH:51]=1, predict the reactants needed to synthesize it. The reactants are: Br[C:2]1[C:7]([C:8]([F:11])([F:10])[F:9])=[CH:6][C:5]([NH:12][C:13]2[N:17]=[C:16]([NH2:18])[NH:15][N:14]=2)=[CH:4][C:3]=1[Cl:19].CN1C(C)(C)CC(SC2C=CC(B3OC(C)(C)C(C)(C)O3)=CC=2)CC1(C)C.[CH3:47][O:48][C:49]1[CH:54]=[CH:53][C:52](B(O)O)=[CH:51][C:50]=1[S:58]([N:61]1[CH2:66][CH2:65][O:64][CH2:63][CH2:62]1)(=[O:60])=[O:59].C([O-])([O-])=O.[K+].[K+]. (3) Given the product [Cl:40][C:36]1[C:35]([F:41])=[C:34]([C@H:16]2[C@H:13]3[N:12]([C:11](=[O:42])[N:10]([C:6]4[CH:5]=[C:4]([CH:9]=[CH:8][CH:7]=4)[C:3]([OH:43])=[O:2])[C:14]3=[O:15])[C@@H:18]([CH2:19][C:20]([CH3:23])([CH3:22])[CH3:21])[C@@:17]2([C:26]2[CH:31]=[CH:30][C:29]([Cl:32])=[CH:28][C:27]=2[F:33])[C:24]#[N:25])[CH:39]=[CH:38][CH:37]=1, predict the reactants needed to synthesize it. The reactants are: C[O:2][C:3](=[O:43])[C:4]1[CH:9]=[CH:8][CH:7]=[C:6]([N:10]2[C:14](=[O:15])[C@H:13]3[C@H:16]([C:34]4[CH:39]=[CH:38][CH:37]=[C:36]([Cl:40])[C:35]=4[F:41])[C@:17]([C:26]4[CH:31]=[CH:30][C:29]([Cl:32])=[CH:28][C:27]=4[F:33])([C:24]#[N:25])[C@H:18]([CH2:19][C:20]([CH3:23])([CH3:22])[CH3:21])[N:12]3[C:11]2=[O:42])[CH:5]=1.[Al](I)(I)I. (4) Given the product [Br:1][C:2]1[CH:3]=[C:4]2[C:9]([NH:10][C@@H:11]3[CH2:16][CH2:15][NH:14][CH2:13][C@H:12]3[CH2:24][CH3:25])=[C:8]([C:26]([NH2:27])=[O:28])[CH:7]=[N:6][N:5]2[CH:29]=1, predict the reactants needed to synthesize it. The reactants are: [Br:1][C:2]1[CH:3]=[C:4]2[C:9]([NH:10][C@@H:11]3[CH2:16][CH2:15][N:14](C(OC(C)(C)C)=O)[CH2:13][C@H:12]3[CH2:24][CH3:25])=[C:8]([C:26](=[O:28])[NH2:27])[CH:7]=[N:6][N:5]2[CH:29]=1.FC(F)(F)C(O)=O. (5) The reactants are: [C:1]1([C:7]2[S:11][CH:10]=[C:9]([CH2:12]O)[CH:8]=2)[CH:6]=[CH:5][CH:4]=[CH:3][CH:2]=1.C1C=CC(P(C2C=CC=CC=2)C2C=CC=CC=2)=CC=1.C(Br)(Br)(Br)[Br:34]. Given the product [Br:34][CH2:12][C:9]1[CH:8]=[C:7]([C:1]2[CH:6]=[CH:5][CH:4]=[CH:3][CH:2]=2)[S:11][CH:10]=1, predict the reactants needed to synthesize it. (6) Given the product [CH3:1][O:2][C:3]1[CH:23]=[CH:22][C:6]([CH2:7][N:8]2[N:12]=[N:11][C:10]([C:13]3[CH:14]=[C:15]([CH:19]=[CH:20][CH:21]=3)[C:16]([Cl:27])=[O:17])=[N:9]2)=[CH:5][CH:4]=1, predict the reactants needed to synthesize it. The reactants are: [CH3:1][O:2][C:3]1[CH:23]=[CH:22][C:6]([CH2:7][N:8]2[N:12]=[N:11][C:10]([C:13]3[CH:14]=[C:15]([CH:19]=[CH:20][CH:21]=3)[C:16](O)=[O:17])=[N:9]2)=[CH:5][CH:4]=1.C(Cl)(=O)C([Cl:27])=O.CN(C=O)C. (7) Given the product [CH2:27]([C:29]1([NH:33][CH2:2][C:3]2[CH:4]=[C:5]([C:9]3[CH:10]=[C:11]4[C:16](=[CH:17][CH:18]=3)[N:15]([CH3:19])[C:14](=[O:20])[CH2:13][CH2:12]4)[CH:6]=[N:7][CH:8]=2)[CH2:32][O:31][CH2:30]1)[CH3:28], predict the reactants needed to synthesize it. The reactants are: Cl[CH2:2][C:3]1[CH:4]=[C:5]([C:9]2[CH:10]=[C:11]3[C:16](=[CH:17][CH:18]=2)[N:15]([CH3:19])[C:14](=[O:20])[CH2:13][CH2:12]3)[CH:6]=[N:7][CH:8]=1.C([O-])([O-])=O.[K+].[K+].[CH2:27]([C:29]1([NH2:33])[CH2:32][O:31][CH2:30]1)[CH3:28]. (8) Given the product [CH2:1]([C:3]1[CH:4]=[CH:5][C:6]([F:9])=[C:7]([CH:8]=1)[CH:30]=[O:31])[CH3:2], predict the reactants needed to synthesize it. The reactants are: [CH2:1]([C:3]1[CH:8]=[CH:7][C:6]([F:9])=[CH:5][CH:4]=1)[CH3:2].CN(CCN(CCN(C)C)C)C.C([Li])CCC.CN([CH:30]=[O:31])C. (9) Given the product [Cl:3][C:4]1[CH:12]=[CH:11][C:10]2[N:9]([CH2:20][CH2:21][C:22]3[CH:27]=[CH:26][C:25]([CH3:28])=[CH:24][CH:23]=3)[C:8]3[CH2:13][CH2:14][N:15]([CH3:18])[CH2:16][CH2:17][C:7]=3[C:6]=2[CH:5]=1, predict the reactants needed to synthesize it. The reactants are: [OH-].[Na+].[Cl:3][C:4]1[CH:12]=[CH:11][C:10]2[NH:9][C:8]3[CH2:13][CH2:14][N:15]([CH3:18])[CH2:16][CH2:17][C:7]=3[C:6]=2[CH:5]=1.Br[CH2:20][CH2:21][C:22]1[CH:27]=[CH:26][C:25]([CH3:28])=[CH:24][CH:23]=1. (10) Given the product [OH:33][C:9]1[C:10]2[S:22][N:21]=[C:20]([CH2:23][N:24]3[C:32]4[C:27](=[CH:28][CH:29]=[CH:30][CH:31]=4)[CH:26]=[CH:25]3)[C:11]=2[C:12]([C:14]2[CH:15]=[CH:16][CH:17]=[CH:18][CH:19]=2)=[N:13][C:8]=1[C:6]([NH:34][CH2:35][C:36]([OH:38])=[O:37])=[O:7], predict the reactants needed to synthesize it. The reactants are: C(O[C:6]([C:8]1[N:13]=[C:12]([C:14]2[CH:19]=[CH:18][CH:17]=[CH:16][CH:15]=2)[C:11]2[C:20]([CH2:23][N:24]3[C:32]4[C:27](=[CH:28][CH:29]=[CH:30][CH:31]=4)[CH:26]=[CH:25]3)=[N:21][S:22][C:10]=2[C:9]=1[OH:33])=[O:7])CCC.[NH2:34][CH2:35][C:36]([OH:38])=[O:37].